This data is from Forward reaction prediction with 1.9M reactions from USPTO patents (1976-2016). The task is: Predict the product of the given reaction. (1) Given the reactants [Cl:1][C:2]1[CH:3]=[C:4]([O:9][CH2:10][C:11]([O:13][CH2:14][CH3:15])=[O:12])[C:5](I)=[N:6][CH:7]=1.[C]=O.[C:18]([O:21][CH2:22][CH3:23])(=[O:20])C.C(N(CC)CC)C, predict the reaction product. The product is: [Cl:1][C:2]1[CH:3]=[C:4]([O:9][CH2:10][C:11]([O:13][CH2:14][CH3:15])=[O:12])[C:5]([C:18]([O:21][CH2:22][CH3:23])=[O:20])=[N:6][CH:7]=1. (2) Given the reactants [O-2].[Al+3].[O-2].[O-2].[Al+3].[CH2:6]([CH:8]1[CH2:13][CH2:12][CH:11]([CH2:14][CH3:15])[O:10][C:9]1=[O:16])[CH3:7].[H][H], predict the reaction product. The product is: [CH2:6]([CH:8]([CH2:13][CH2:12][CH2:11][CH2:14][CH3:15])[C:9]([OH:16])=[O:10])[CH3:7]. (3) Given the reactants [NH:1]1[C:5]2[CH:6]=[CH:7][CH:8]=[CH:9][C:4]=2[N:3]=[C:2]1[CH:10]([NH2:20])[CH2:11][C:12]1[CH:17]=[CH:16][C:15]([O:18][CH3:19])=[CH:14][CH:13]=1.[N:21]1([CH2:26][CH2:27][NH2:28])[CH2:25][CH2:24][CH2:23][CH2:22]1.[C:29](O)(C(F)(F)F)=[O:30], predict the reaction product. The product is: [NH:1]1[C:5]2[CH:6]=[CH:7][CH:8]=[CH:9][C:4]=2[N:3]=[C:2]1[CH:10]([NH:20][C:29]([NH:28][CH2:27][CH2:26][N:21]1[CH2:25][CH2:24][CH2:23][CH2:22]1)=[O:30])[CH2:11][C:12]1[CH:17]=[CH:16][C:15]([O:18][CH3:19])=[CH:14][CH:13]=1. (4) Given the reactants ON1C2C=CC=CC=2N=N1.[C:11]1([CH2:17][CH2:18][NH2:19])[CH:16]=[CH:15][CH:14]=[CH:13][CH:12]=1.CN1CCOCC1.Cl.[CH3:28][N:29]([CH3:46])[C:30]1([C:40]2[CH:45]=[CH:44][CH:43]=[CH:42][CH:41]=2)[CH2:35][CH2:34][C:33](=[CH:36][C:37]([OH:39])=O)[CH2:32][CH2:31]1.C1(N=C=NC2CCCCC2)CCCCC1.[OH-].[Na+], predict the reaction product. The product is: [CH3:46][N:29]([CH3:28])[C:30]1([C:40]2[CH:45]=[CH:44][CH:43]=[CH:42][CH:41]=2)[CH2:31][CH2:32][C:33](=[CH:36][C:37]([NH:19][CH2:18][CH2:17][C:11]2[CH:16]=[CH:15][CH:14]=[CH:13][CH:12]=2)=[O:39])[CH2:34][CH2:35]1. (5) Given the reactants CC(C)([O-])C.[K+].[NH2:7][C:8]1[CH:17]=[CH:16][C:11]([C:12]([O:14][CH3:15])=[O:13])=[CH:10][C:9]=1[C:18]#[C:19][C:20]1[CH:25]=[CH:24][N:23](NC)[CH2:22][N:21]=1.[CH3:28][N:29]1C(=O)CCC1, predict the reaction product. The product is: [CH3:28][NH:29][C:22]1[N:21]=[C:20]([C:19]2[NH:7][C:8]3[C:9]([CH:18]=2)=[CH:10][C:11]([C:12]([O:14][CH3:15])=[O:13])=[CH:16][CH:17]=3)[CH:25]=[CH:24][N:23]=1. (6) The product is: [Cl:1][C:2]1[CH:3]=[C:4]([C:12]2[O:16][N:15]=[C:14]([C:17]3[CH:18]=[C:19]4[C:23](=[CH:24][C:25]=3[F:26])[N:22]([CH2:27][CH2:28][CH2:29][C:30]([OH:32])=[O:31])[N:21]=[CH:20]4)[N:13]=2)[CH:5]=[N:6][C:7]=1[O:8][CH:9]([CH3:11])[CH3:10]. Given the reactants [Cl:1][C:2]1[CH:3]=[C:4]([C:12]2[O:16][N:15]=[C:14]([C:17]3[CH:18]=[C:19]4[C:23](=[CH:24][C:25]=3[F:26])[N:22]([CH2:27][CH2:28][CH2:29][C:30]([O:32]CC)=[O:31])[N:21]=[CH:20]4)[N:13]=2)[CH:5]=[N:6][C:7]=1[O:8][CH:9]([CH3:11])[CH3:10].[OH-].[Na+].CO, predict the reaction product. (7) Given the reactants [CH3:1][C:2]1[C:7]([C:8]2[CH:16]=[C:15]([C:17]([F:20])([F:19])[F:18])[CH:14]=[C:13]3[C:9]=2[CH:10]=[N:11][NH:12]3)=[CH:6][N:5]=[C:4]([N:21]2[CH2:26][C@@H:25]3[C@@H:23]([CH2:24]3)[CH:22]2[C:27]([OH:29])=O)[N:3]=1.[NH4+].[Cl-].C[N:33](C([O:39]N1N=NC2C=CC=NC1=2)=[N+](C)C)C.F[P-](F)(F)(F)(F)F.CCN(CC)CC.CN([CH:66]=[O:67])C, predict the reaction product. The product is: [C:66]([OH:67])([C:17]([F:20])([F:19])[F:18])=[O:39].[CH3:1][C:2]1[C:7]([C:8]2[CH:16]=[C:15]([C:17]([F:19])([F:18])[F:20])[CH:14]=[C:13]3[C:9]=2[CH:10]=[N:11][NH:12]3)=[CH:6][N:5]=[C:4]([N:21]2[CH2:26][C@@H:25]3[C@@H:23]([CH2:24]3)[CH:22]2[C:27]([NH2:33])=[O:29])[N:3]=1. (8) Given the reactants [N+:1]([C:4]1[CH:9]=[CH:8][C:7]([C:10]2[NH:11][C:12]([C:15]3[CH:20]=[CH:19][C:18]([N+:21]([O-])=O)=[CH:17][CH:16]=3)=[CH:13][N:14]=2)=[CH:6][CH:5]=1)([O-])=O, predict the reaction product. The product is: [NH2:1][C:4]1[CH:5]=[CH:6][C:7]([C:10]2[NH:14][CH:13]=[C:12]([C:15]3[CH:20]=[CH:19][C:18]([NH2:21])=[CH:17][CH:16]=3)[N:11]=2)=[CH:8][CH:9]=1. (9) Given the reactants [N+](C1[CH:5]=[C:6]([NH:13][C:14]2[CH:19]=[CH:18][CH:17]=[C:16]([C:20]([F:23])([F:22])[F:21])[CH:15]=2)[CH:7]=[C:8]([N+:10]([O-])=O)C=1)([O-])=O.B(O)[OH:25].[CH2:27]([N:29]([CH2:32][CH3:33])[CH2:30][CH3:31])C.[Cl:34][C:35]1[CH:36]=C(C=[C:42]([Cl:44])[CH:43]=1)C(Cl)=O, predict the reaction product. The product is: [NH2:10][C:8]1[CH:31]=[C:30]([N:29]([C:32]2[CH:33]=[C:42]([Cl:44])[CH:43]=[C:35]([Cl:34])[CH:36]=2)[CH:27]=[O:25])[CH:5]=[C:6]([NH:13][C:14]2[CH:19]=[CH:18][CH:17]=[C:16]([C:20]([F:21])([F:22])[F:23])[CH:15]=2)[CH:7]=1. (10) Given the reactants Br[C:2]1[CH:22]=[C:21]([CH2:23][N:24]2[CH2:29][CH2:28][N:27]([S:30]([CH3:33])(=[O:32])=[O:31])[CH2:26][CH2:25]2)[CH:20]=[CH:19][C:3]=1[O:4][CH:5]1[CH2:10][CH2:9][N:8]([C:11]2[N:16]=[CH:15][C:14]([CH2:17][CH3:18])=[CH:13][N:12]=2)[CH2:7][CH2:6]1.[CH2:34]([OH:38])[CH2:35][C:36]#[CH:37], predict the reaction product. The product is: [CH2:17]([C:14]1[CH:13]=[N:12][C:11]([N:8]2[CH2:9][CH2:10][CH:5]([O:4][C:3]3[CH:19]=[CH:20][C:21]([CH2:23][N:24]4[CH2:29][CH2:28][N:27]([S:30]([CH3:33])(=[O:32])=[O:31])[CH2:26][CH2:25]4)=[CH:22][C:2]=3[C:37]#[C:36][CH2:35][CH2:34][OH:38])[CH2:6][CH2:7]2)=[N:16][CH:15]=1)[CH3:18].